From a dataset of Forward reaction prediction with 1.9M reactions from USPTO patents (1976-2016). Predict the product of the given reaction. Given the reactants [NH:1]1[C:5]2[CH:6]=[CH:7][C:8]([C:10]#[N:11])=[CH:9][C:4]=2[N:3]=[CH:2]1.[NH2:12][OH:13], predict the reaction product. The product is: [OH:13][N:12]=[C:10]([C:8]1[CH:7]=[CH:6][C:5]2[NH:1][CH:2]=[N:3][C:4]=2[CH:9]=1)[NH2:11].